This data is from Full USPTO retrosynthesis dataset with 1.9M reactions from patents (1976-2016). The task is: Predict the reactants needed to synthesize the given product. (1) Given the product [Br:1][C:2]1[C:3]([O:10][CH3:12])=[C:4]([CH:7]=[CH:8][CH:9]=1)[C:5]#[N:6], predict the reactants needed to synthesize it. The reactants are: [Br:1][C:2]1[C:3]([OH:10])=[C:4]([CH:7]=[CH:8][CH:9]=1)[C:5]#[N:6].Br[C:12]1C(O)=C(C=C(Br)C=1)C#N.IC.C([O-])([O-])=O.[K+].[K+]. (2) Given the product [CH3:1][C:2]([CH3:23])([CH2:16][C:17]1([CH3:22])[O:21][CH2:20][CH2:19][O:18]1)[CH2:3][N:4]1[C:5]2[C:14]3[CH:13]=[CH:12][CH:11]=[CH:10][C:9]=3[N:8]=[CH:7][C:6]=2[N:15]=[C:24]1[CH2:25][CH2:26][CH3:27], predict the reactants needed to synthesize it. The reactants are: [CH3:1][C:2]([CH3:23])([CH2:16][C:17]1([CH3:22])[O:21][CH2:20][CH2:19][O:18]1)[CH2:3][NH:4][C:5]1[C:14]2[C:9](=[CH:10][CH:11]=[CH:12][CH:13]=2)[N:8]=[CH:7][C:6]=1[NH2:15].[C:24](OC)(OC)(OC)[CH2:25][CH2:26][CH3:27]. (3) Given the product [O:25]1[CH2:26][CH2:27][N:22]([CH2:21][CH2:20][NH:19][C:16]2[CH:17]=[C:18]3[C:13](=[CH:14][N:15]=2)[N:12]=[CH:11][C:10]([C:28]#[N:29])=[C:9]3[NH:8][C:4]2[CH:5]=[CH:6][CH:7]=[C:2]([C:30]#[C:31][CH3:32])[CH:3]=2)[CH2:23][CH2:24]1, predict the reactants needed to synthesize it. The reactants are: I[C:2]1[CH:3]=[C:4]([NH:8][C:9]2[C:18]3[C:13](=[CH:14][N:15]=[C:16]([NH:19][CH2:20][CH2:21][N:22]4[CH2:27][CH2:26][O:25][CH2:24][CH2:23]4)[CH:17]=3)[N:12]=[CH:11][C:10]=2[C:28]#[N:29])[CH:5]=[CH:6][CH:7]=1.[CH2:30]([Sn](CCCC)(CCCC)C#CC)[CH2:31][CH2:32]C.CO. (4) Given the product [CH3:22][C:15]1[C:14]2[C:18](=[CH:19][C:20]([CH3:12])=[C:10]([CH:9]=[O:8])[CH:13]=2)[NH:17][CH:16]=1, predict the reactants needed to synthesize it. The reactants are: C([Li])(C)(C)C.CC[O:8][CH2:9][CH3:10].Br[C:12]1[CH:13]=[C:14]2[C:18](=[CH:19][C:20]=1C)[NH:17][CH:16]=[C:15]2[CH3:22]. (5) Given the product [CH:15]([N:9]1[CH:10]=[CH:11][C:7]([C:4]2[S:5][CH:6]=[C:2]([CH3:1])[CH:3]=2)=[N:8]1)([CH2:17][CH3:18])[CH3:16].[CH:15]([N:8]1[C:7]([C:4]2[S:5][CH:6]=[C:2]([CH3:1])[CH:3]=2)=[CH:11][CH:10]=[N:9]1)([CH2:17][CH3:18])[CH3:16], predict the reactants needed to synthesize it. The reactants are: [CH3:1][C:2]1[CH:3]=[C:4]([C:7]2[CH:11]=[CH:10][NH:9][N:8]=2)[S:5][CH:6]=1.[H-].[Na+].I[CH:15]([CH2:17][CH3:18])[CH3:16].O. (6) The reactants are: [CH2:1]1[O:5][C@@H:4]2[C@H:6]([OH:9])[CH2:7][O:8][C@@H:3]2[C@@H:2]1[OH:10].[C:11](O)(=[O:17])[CH2:12][CH2:13][CH2:14][CH:15]=[CH2:16].CCN=C=NCCCN(C)C. Given the product [C:11]([O:10][C@@H:2]1[CH2:1][O:5][C@@H:4]2[C@H:6]([OH:9])[CH2:7][O:8][C@H:3]12)(=[O:17])[CH2:12][CH2:13][CH2:14][CH:15]=[CH2:16], predict the reactants needed to synthesize it. (7) Given the product [CH3:1][O:2][C:3]1[CH:4]=[C:5]([NH:15][C:17]2[N:22]=[C:21]([NH:23][C:24]([CH3:28])([CH3:27])[CH2:25][OH:26])[CH:20]=[CH:19][N:18]=2)[CH:6]=[CH:7][C:8]=1[N:9]1[CH:13]=[C:12]([CH3:14])[N:11]=[CH:10]1, predict the reactants needed to synthesize it. The reactants are: [CH3:1][O:2][C:3]1[CH:4]=[C:5]([NH2:15])[CH:6]=[CH:7][C:8]=1[N:9]1[CH:13]=[C:12]([CH3:14])[N:11]=[CH:10]1.Cl[C:17]1[N:22]=[C:21]([NH:23][C:24]([CH3:28])([CH3:27])[CH2:25][OH:26])[CH:20]=[CH:19][N:18]=1.C(=O)([O-])[O-].[K+].[K+]. (8) Given the product [N:17]1([CH2:22][C@@H:23]2[NH:24][CH2:25][CH2:26][N:27]([C:2]3[CH:7]=[CH:6][C:5]([O:8][CH2:9][CH3:10])=[C:4]([O:11][CH:12]4[CH2:16][CH2:15][CH2:14][CH2:13]4)[CH:3]=3)[CH2:28]2)[CH:21]=[CH:20][CH:19]=[N:18]1, predict the reactants needed to synthesize it. The reactants are: Br[C:2]1[CH:7]=[CH:6][C:5]([O:8][CH2:9][CH3:10])=[C:4]([O:11][CH:12]2[CH2:16][CH2:15][CH2:14][CH2:13]2)[CH:3]=1.[N:17]1([CH2:22][C@H:23]2[CH2:28][NH:27][CH2:26][CH2:25][N:24]2C(OC(C)(C)C)=O)[CH:21]=[CH:20][CH:19]=[N:18]1. (9) Given the product [Cl:21][C:19]1[CH:20]=[C:3]([Cl:2])[C:4]([O:5][C:6]2[N:10]([CH3:11])[N:9]=[C:8]([CH3:12])[C:7]=2[CH2:13][CH2:14][OH:15])=[CH:17][C:18]=1[OH:22], predict the reactants needed to synthesize it. The reactants are: B.[Cl:2][C:3]1[CH:20]=[C:19]([Cl:21])[C:18]([O:22]CC2C=CC(OC)=CC=2)=[CH:17][C:4]=1[O:5][C:6]1[N:10]([CH3:11])[N:9]=[C:8]([CH3:12])[C:7]=1[CH2:13][C:14](O)=[O:15].C(O)(=O)CC(CC(O)=O)(C(O)=O)O.